From a dataset of Reaction yield outcomes from USPTO patents with 853,638 reactions. Predict the reaction yield, written as a fraction of the theoretical maximum amount of product (1.0 means a 100% yield; for example, 0.34 means a 34% yield). (1) The reactants are [OH:1][CH:2]1[CH:8]([NH:9][C:10](=[O:17])[C:11]2[CH:16]=[CH:15][CH:14]=[CH:13][N:12]=2)[CH2:7][CH2:6][CH2:5][N:4]([C:18]([O:20][CH2:21][C:22]2[CH:27]=[CH:26][CH:25]=[CH:24][CH:23]=2)=[O:19])[CH2:3]1.CC(OI1(OC(C)=O)(OC(C)=O)OC(=O)C2C=CC=CC1=2)=O. The catalyst is C(Cl)Cl. The product is [O:1]=[C:2]1[CH:8]([NH:9][C:10](=[O:17])[C:11]2[CH:16]=[CH:15][CH:14]=[CH:13][N:12]=2)[CH2:7][CH2:6][CH2:5][N:4]([C:18]([O:20][CH2:21][C:22]2[CH:27]=[CH:26][CH:25]=[CH:24][CH:23]=2)=[O:19])[CH2:3]1. The yield is 0.670. (2) The reactants are C[O:2][C:3](=[O:19])[CH:4]([C:9]1[CH:14]=[CH:13][CH:12]=[C:11]([F:15])[C:10]=1[N+:16]([O-:18])=[O:17])C(OC)=O. The catalyst is Cl.O. The product is [F:15][C:11]1[C:10]([N+:16]([O-:18])=[O:17])=[C:9]([CH2:4][C:3]([OH:19])=[O:2])[CH:14]=[CH:13][CH:12]=1. The yield is 0.540. (3) The reactants are [CH3:1][C:2]12[O:8][CH:5]([CH:6]=[CH:7]1)[C:4]([C:9]([F:12])([F:11])[F:10])=[C:3]2[C:13]([F:16])([F:15])[F:14].C(=O)([O-])[O-].[K+].[K+]. No catalyst specified. The product is [CH3:1][C:2]1[CH:7]=[CH:6][C:5]([OH:8])=[C:4]([C:9]([F:12])([F:11])[F:10])[C:3]=1[C:13]([F:14])([F:15])[F:16]. The yield is 0.850.